Dataset: Forward reaction prediction with 1.9M reactions from USPTO patents (1976-2016). Task: Predict the product of the given reaction. (1) The product is: [Cl:1][C:2]1[CH:3]=[C:4]([CH3:11])[C:5]([O:10][CH2:19][C:20]([OH:22])=[O:21])=[C:6]([CH:7]=[O:8])[CH:9]=1. Given the reactants [Cl:1][C:2]1[CH:3]=[C:4]([CH3:11])[C:5]([OH:10])=[C:6]([CH:9]=1)[CH:7]=[O:8].C(=O)([O-])[O-].[K+].[K+].Br[CH2:19][C:20]([O:22]C)=[O:21], predict the reaction product. (2) Given the reactants Br[C:2]1[CH:23]=[CH:22][C:5]2[C:6]3[N:7]=[C:8]([C:14]4[N:15]([CH:19]([CH3:21])[CH3:20])[N:16]=[CH:17][N:18]=4)[S:9][C:10]=3[CH2:11][CH2:12][O:13][C:4]=2[CH:3]=1.[OH-:24].[K+].C(P(C(C)(C)C)C1C(C)=C(C)C(C)=C(C)C=1C1C(C(C)C)=CC(C(C)C)=CC=1C(C)C)(C)(C)C.O, predict the reaction product. The product is: [CH:19]([N:15]1[C:14]([C:8]2[S:9][C:10]3[CH2:11][CH2:12][O:13][C:4]4[CH:3]=[C:2]([OH:24])[CH:23]=[CH:22][C:5]=4[C:6]=3[N:7]=2)=[N:18][CH:17]=[N:16]1)([CH3:21])[CH3:20]. (3) Given the reactants [C:1]([O:4][CH2:5][C:6]([CH3:36])([CH3:35])[CH2:7][N:8]1[C:14]2[CH:15]=[CH:16][C:17]([Cl:19])=[CH:18][C:13]=2[C@@H:12]([C:20]2[CH:25]=[CH:24][CH:23]=[C:22]([O:26][CH3:27])[C:21]=2[O:28][CH3:29])[O:11][C@H:10]([CH2:30][C:31]([OH:33])=O)[C:9]1=[O:34])(=[O:3])[CH3:2].S(Cl)(Cl)=O.[NH2:41][C:42]1[O:46][C:45]([C:47]([O:49][CH3:50])=[O:48])=[CH:44][CH:43]=1.C(N(CC)CC)C, predict the reaction product. The product is: [C:1]([O:4][CH2:5][C:6]([CH3:35])([CH3:36])[CH2:7][N:8]1[C:14]2[CH:15]=[CH:16][C:17]([Cl:19])=[CH:18][C:13]=2[C@@H:12]([C:20]2[CH:25]=[CH:24][CH:23]=[C:22]([O:26][CH3:27])[C:21]=2[O:28][CH3:29])[O:11][C@H:10]([CH2:30][C:31]([NH:41][C:42]2[O:46][C:45]([C:47]([O:49][CH3:50])=[O:48])=[CH:44][CH:43]=2)=[O:33])[C:9]1=[O:34])(=[O:3])[CH3:2]. (4) Given the reactants [CH3:1][O:2][C:3]1[C:8]2[CH2:9][CH2:10][CH:11]([NH:14][CH2:15][C:16]([F:19])([F:18])[F:17])[CH2:12][CH2:13][C:7]=2[CH:6]=[CH:5][C:4]=1[NH2:20].Cl[C:22]1[N:27]=[C:26]([NH:28][C@@H:29]2[C@@H:34]3[CH2:35][C@@H:31]([CH:32]=[CH:33]3)[C@@H:30]2[C:36]([NH2:38])=[O:37])[C:25]([Cl:39])=[CH:24][N:23]=1, predict the reaction product. The product is: [Cl:39][C:25]1[C:26]([NH:28][C@@H:29]2[C@@H:34]3[CH2:35][C@@H:31]([CH:32]=[CH:33]3)[C@@H:30]2[C:36]([NH2:38])=[O:37])=[N:27][C:22]([NH:20][C:4]2[CH:5]=[CH:6][C:7]3[CH2:13][CH2:12][CH:11]([NH:14][CH2:15][C:16]([F:18])([F:17])[F:19])[CH2:10][CH2:9][C:8]=3[C:3]=2[O:2][CH3:1])=[N:23][CH:24]=1. (5) Given the reactants [CH3:1][C:2]1[O:6][C:5]([C:7]2[CH:12]=[CH:11][C:10]([C:13]([F:16])([F:15])[F:14])=[CH:9][CH:8]=2)=[N:4][C:3]=1[CH2:17][O:18][C:19]1[CH:20]=[C:21]2[C:25](=[CH:26][CH:27]=1)[N:24]([CH2:28][C:29]([OH:31])=O)[CH:23]=[CH:22]2.[CH3:32][S:33]([NH2:36])(=[O:35])=[O:34].C(N(CC)C(C)C)(C)C.Cl.CN(C)CCCN=C=NCC, predict the reaction product. The product is: [CH3:1][C:2]1[O:6][C:5]([C:7]2[CH:12]=[CH:11][C:10]([C:13]([F:16])([F:15])[F:14])=[CH:9][CH:8]=2)=[N:4][C:3]=1[CH2:17][O:18][C:19]1[CH:20]=[C:21]2[C:25](=[CH:26][CH:27]=1)[N:24]([CH2:28][C:29]([NH:36][S:33]([CH3:32])(=[O:35])=[O:34])=[O:31])[CH:23]=[CH:22]2. (6) Given the reactants Br[C:2]1[S:6][C:5]([C:7]2[N:11]([C:12]3[CH:17]=[CH:16][N:15]=[CH:14][CH:13]=3)[N:10]=[C:9]([C:18]([O:20][CH3:21])=[O:19])[CH:8]=2)=[CH:4][CH:3]=1.[CH3:22][S:23]([C:26]1[CH:27]=[C:28](B(O)O)[CH:29]=[CH:30][CH:31]=1)(=[O:25])=[O:24].C([O-])([O-])=O.[Na+].[Na+].C1(P(=O)(C2C=CC=CC=2)C2C=CC=CC=2)C=CC=CC=1, predict the reaction product. The product is: [CH3:22][S:23]([C:26]1[CH:31]=[C:30]([C:2]2[S:6][C:5]([C:7]3[N:11]([C:12]4[CH:17]=[CH:16][N:15]=[CH:14][CH:13]=4)[N:10]=[C:9]([C:18]([O:20][CH3:21])=[O:19])[CH:8]=3)=[CH:4][CH:3]=2)[CH:29]=[CH:28][CH:27]=1)(=[O:25])=[O:24]. (7) Given the reactants [C:1]([C:5]1[N:22](O)[C:8]2=[C:9]3[C:14](=[C:15]4[CH:20]=[C:19]([F:21])[CH:18]=[CH:17][C:16]4=[C:7]2[N:6]=1)[CH:13]=[N:12][CH:11]=[CH:10]3)([CH3:4])([CH3:3])[CH3:2].C(O)(=O)C, predict the reaction product. The product is: [C:1]([C:5]1[NH:22][C:8]2=[C:9]3[C:14](=[C:15]4[CH:20]=[C:19]([F:21])[CH:18]=[CH:17][C:16]4=[C:7]2[N:6]=1)[CH:13]=[N:12][CH:11]=[CH:10]3)([CH3:4])([CH3:2])[CH3:3]. (8) Given the reactants [C:1]([C:5]1[CH:10]=[CH:9][CH:8]=[CH:7][C:6]=1[NH:11][C:12](=[O:24])[CH2:13][C:14]([O:16][CH2:17][C:18]1[CH:23]=[CH:22][CH:21]=[CH:20][CH:19]=1)=[O:15])(=O)[CH2:2][CH3:3].CC(C)([O-])C.[K+], predict the reaction product. The product is: [CH2:2]([C:1]1[C:5]2[C:6](=[CH:7][CH:8]=[CH:9][CH:10]=2)[N:11]=[C:12]([OH:24])[C:13]=1[C:14]([O:16][CH2:17][C:18]1[CH:23]=[CH:22][CH:21]=[CH:20][CH:19]=1)=[O:15])[CH3:3].